Dataset: Forward reaction prediction with 1.9M reactions from USPTO patents (1976-2016). Task: Predict the product of the given reaction. (1) Given the reactants Cl.[CH3:2][O:3][C:4]1[CH:5]=[CH:6][CH:7]=[C:8]2[C:13]=1[C:12]([NH:14][C@H:15]1[CH2:19][CH2:18][NH:17][CH2:16]1)=[N:11][C:10]([C:20]1[NH:24][C:23](=[O:25])[NH:22][N:21]=1)=[CH:9]2.CC1C=CC=C(C)N=1.[C:34](Cl)(=[O:37])[CH:35]=[CH2:36], predict the reaction product. The product is: [C:34]([N:17]1[CH2:18][CH2:19][C@H:15]([NH:14][C:12]2[C:13]3[C:8](=[CH:7][CH:6]=[CH:5][C:4]=3[O:3][CH3:2])[CH:9]=[C:10]([C:20]3[NH:24][C:23](=[O:25])[NH:22][N:21]=3)[N:11]=2)[CH2:16]1)(=[O:37])[CH:35]=[CH2:36]. (2) Given the reactants [F:1]/[C:2](=[C:4]1\[CH2:5][CH2:6][C@@H:7]2[C@:21]\1([CH3:22])[CH2:20][CH2:19][C@H:18]1[C@H:8]2[CH2:9][CH:10]=[C:11]2[C@:16]1([CH3:17])[CH2:15][CH2:14][C@H:13]([OH:23])[CH2:12]2)/[CH3:3].CC([Si](C)(C)O[C@H]1CC[C@@]2(C)C(=CC[C@@H]3[C@@H]2CC[C@@]2(C)[C@H]3CC/C/2=C(\F)/C)C1)(C)C, predict the reaction product. The product is: [F:1]/[C:2](=[C:4]1/[CH2:5][CH2:6][C@@H:7]2[C@:21]/1([CH3:22])[CH2:20][CH2:19][C@H:18]1[C@H:8]2[CH2:9][CH:10]=[C:11]2[C@:16]1([CH3:17])[CH2:15][CH2:14][C@H:13]([OH:23])[CH2:12]2)/[CH3:3]. (3) Given the reactants [N+:1]([C:4]1[CH:5]=[CH:6][C:7]2[O:12][C@:11]([CH3:18])([CH:13]([O:16][CH3:17])[O:14][CH3:15])[C@H:10]3[O:19][C@H:9]3[C:8]=2[CH:20]=1)([O-:3])=[O:2].[F:21][C:22]([F:37])([F:36])[C:23]1[CH:28]=[CH:27][C:26]([NH:29][CH2:30][C:31]2[NH:32][CH:33]=[CH:34][N:35]=2)=[CH:25][CH:24]=1, predict the reaction product. The product is: [N+:1]([C:4]1[CH:5]=[CH:6][C:7]2[O:12][C@:11]([CH3:18])([CH:13]([O:16][CH3:17])[O:14][CH3:15])[C@@H:10]([OH:19])[C@H:9]([N:29]([C:26]3[CH:25]=[CH:24][C:23]([C:22]([F:37])([F:36])[F:21])=[CH:28][CH:27]=3)[CH2:30][C:31]3[NH:35][CH:34]=[CH:33][N:32]=3)[C:8]=2[CH:20]=1)([O-:3])=[O:2]. (4) Given the reactants [Br:1]Br.[F:3][C:4]([F:15])([F:14])[C:5]1[C:13]2[C:8](=[N:9][CH:10]=[CH:11][CH:12]=2)[NH:7][CH:6]=1.C(=O)(O)[O-].[Na+].S([O-])([O-])(=O)=S.[Na+].[Na+], predict the reaction product. The product is: [Br:1][C:11]1[CH:12]=[C:13]2[C:5]([C:4]([F:14])([F:3])[F:15])=[CH:6][NH:7][C:8]2=[N:9][CH:10]=1. (5) Given the reactants C([NH:8][C:9]1[N:14]=[CH:13][C:12]([C:15]2[N:16]=[N:17][N:18]([CH2:20][C:21]([O:23][CH2:24][CH3:25])=[O:22])[N:19]=2)=[CH:11][N:10]=1)C1C=CC=CC=1.[N+]([O-])([O-])=O.[NH4+].[Ce], predict the reaction product. The product is: [CH2:24]([O:23][C:21](=[O:22])[CH2:20][N:18]1[N:17]=[N:16][C:15]([C:12]2[CH:11]=[N:10][C:9]([NH2:8])=[N:14][CH:13]=2)=[N:19]1)[CH3:25].